From a dataset of Full USPTO retrosynthesis dataset with 1.9M reactions from patents (1976-2016). Predict the reactants needed to synthesize the given product. (1) The reactants are: C(NC(C)C)(C)C.C([Li])CCC.[F:13][C:14]1[CH:30]=[CH:29][C:17]([CH2:18][NH:19][C:20]([C:22]2[CH:27]=[C:26]([Cl:28])[CH:25]=[CH:24][N:23]=2)=[O:21])=[CH:16][CH:15]=1.[Li+].CC([N-]C(C)C)C.C1C[O:42]CC1. Given the product [F:13][C:14]1[CH:30]=[CH:29][C:17]([CH2:18][NH:19][C:20]([C:22]2[C:27]([OH:42])=[C:26]([Cl:28])[CH:25]=[CH:24][N:23]=2)=[O:21])=[CH:16][CH:15]=1, predict the reactants needed to synthesize it. (2) Given the product [NH:11]1[C:15]2[CH:16]=[CH:17][CH:18]=[CH:19][C:14]=2[N:13]=[C:12]1[C@H:8]([NH:9][C:10](=[O:20])[NH:23][CH2:24][CH:25]1[CH2:30][CH2:29][N:28]([C:31]([O:33][C:34]([CH3:37])([CH3:36])[CH3:35])=[O:32])[CH2:27][CH2:26]1)[CH2:7][C:6]1[CH:5]=[CH:4][C:3]([O:2][CH3:1])=[CH:22][CH:21]=1, predict the reactants needed to synthesize it. The reactants are: [CH3:1][O:2][C:3]1[CH:22]=[CH:21][C:6]([CH2:7][C@@H:8]2[C:12]3=[N:13][C:14]4[CH:19]=[CH:18][CH:17]=[CH:16][C:15]=4[N:11]3[C:10](=[O:20])[NH:9]2)=[CH:5][CH:4]=1.[NH2:23][CH2:24][CH:25]1[CH2:30][CH2:29][N:28]([C:31]([O:33][C:34]([CH3:37])([CH3:36])[CH3:35])=[O:32])[CH2:27][CH2:26]1.C(O)(C(F)(F)F)=O. (3) Given the product [ClH:30].[Cl:30][C:29]1[N:21]([C:18]2[CH:19]=[CH:20][C:15]([O:14][CH2:13][C@H:9]3[CH2:10][CH2:11][CH2:12][N:8]3[CH2:7][C:6]([OH:31])=[O:5])=[CH:16][CH:17]=2)[N:22]=[C:23]2[C:28]=1[CH:27]=[CH:26][CH:25]=[CH:24]2, predict the reactants needed to synthesize it. The reactants are: C([O:5][C:6](=[O:31])[CH2:7][N:8]1[CH2:12][CH2:11][CH2:10][C@@H:9]1[CH2:13][O:14][C:15]1[CH:20]=[CH:19][C:18]([N:21]2[C:29]([Cl:30])=[C:28]3[C:23]([CH:24]=[CH:25][CH:26]=[CH:27]3)=[N:22]2)=[CH:17][CH:16]=1)(C)(C)C.Cl. (4) Given the product [CH:1]1([NH:4][C:5](=[O:25])[C:6]([C:18]2[CH:19]=[CH:20][C:21]([CH3:24])=[CH:22][CH:23]=2)=[CH:7][C:8]2[CH:17]=[CH:16][C:11]([C:12]([OH:14])=[O:13])=[CH:10][CH:9]=2)[CH2:3][CH2:2]1, predict the reactants needed to synthesize it. The reactants are: [CH:1]1([NH:4][C:5](=[O:25])[C:6]([C:18]2[CH:23]=[CH:22][C:21]([CH3:24])=[CH:20][CH:19]=2)=[CH:7][C:8]2[CH:17]=[CH:16][C:11]([C:12]([O:14]C)=[O:13])=[CH:10][CH:9]=2)[CH2:3][CH2:2]1.[OH-].[Na+]. (5) Given the product [CH:1]1([C:7]2[C:15]3[C:10](=[CH:11][C:12]([C:16]([O:18][CH3:19])=[O:17])=[CH:13][CH:14]=3)[N:9]([CH2:45][C:44]#[CH:43])[C:8]=2[C:20]2[CH:25]=[CH:24][CH:23]=[CH:22][C:21]=2[CH2:26][O:27][Si:28]([CH:32]([CH3:34])[CH3:33])([CH:29]([CH3:31])[CH3:30])[CH:35]([CH3:37])[CH3:36])[CH2:6][CH2:5][CH2:4][CH2:3][CH2:2]1, predict the reactants needed to synthesize it. The reactants are: [CH:1]1([C:7]2[C:15]3[C:10](=[CH:11][C:12]([C:16]([O:18][CH3:19])=[O:17])=[CH:13][CH:14]=3)[NH:9][C:8]=2[C:20]2[CH:25]=[CH:24][CH:23]=[CH:22][C:21]=2[CH2:26][O:27][Si:28]([CH:35]([CH3:37])[CH3:36])([CH:32]([CH3:34])[CH3:33])[CH:29]([CH3:31])[CH3:30])[CH2:6][CH2:5][CH2:4][CH2:3][CH2:2]1.CN(C=O)C.[CH2:43](Br)[C:44]#[CH:45].